This data is from Forward reaction prediction with 1.9M reactions from USPTO patents (1976-2016). The task is: Predict the product of the given reaction. (1) Given the reactants Cl.[Cl:2][C:3]1[C:4]([N:9]2[CH2:30][CH2:29][C:12]3[N:13]=[CH:14][N:15]=[C:16]([NH:17][C:18]4[CH:26]=[C:25]5[C:21]([C:22]([CH3:28])([CH3:27])[CH2:23][NH:24]5)=[CH:20][CH:19]=4)[C:11]=3[CH2:10]2)=[N:5][CH:6]=[CH:7][CH:8]=1.[CH3:31]N(C=O)C.C([O-])([O-])=O.[K+].[K+], predict the reaction product. The product is: [Cl:2][C:3]1[C:4]([N:9]2[CH2:30][CH2:29][C:12]3[N:13]=[CH:14][N:15]=[C:16]([NH:17][C:18]4[CH:26]=[C:25]5[C:21]([C:22]([CH3:27])([CH3:28])[CH2:23][N:24]5[CH3:31])=[CH:20][CH:19]=4)[C:11]=3[CH2:10]2)=[N:5][CH:6]=[CH:7][CH:8]=1. (2) Given the reactants [Cl:1][C:2]([Cl:11])([Cl:10])[C:3]([C:5]1[NH:6][CH:7]=[CH:8][CH:9]=1)=[O:4].[Cl-].[Cl-].[Cl-].[Al+3], predict the reaction product. The product is: [Cl:11][C:2]([Cl:1])([Cl:10])[C:3]([C:5]1[NH:6][CH:7]=[C:8]([C:3](=[O:4])[CH2:5][CH3:9])[CH:9]=1)=[O:4]. (3) Given the reactants Br[C:2]1[N:6]2[N:7]=[CH:8][CH:9]=[C:10]([N:11]3[CH2:16][CH2:15][O:14][CH2:13][CH2:12]3)[C:5]2=[N:4][C:3]=1[C:17]#[C:18][C:19]1[CH:28]=[CH:27][C:26]2[C:21](=[CH:22][CH:23]=[CH:24][CH:25]=2)[N:20]=1.CC1(C)C(C)(C)OB([C:37]2[CH:38]=[CH:39][C:40]([NH:43][C:44](=[O:50])[O:45][C:46]([CH3:49])([CH3:48])[CH3:47])=[N:41][CH:42]=2)O1.N#N.C([O-])([O-])=O.[Cs+].[Cs+], predict the reaction product. The product is: [O:14]1[CH2:15][CH2:16][N:11]([C:10]2[C:5]3[N:6]([C:2]([C:37]4[CH:38]=[CH:39][C:40]([NH:43][C:44](=[O:50])[O:45][C:46]([CH3:48])([CH3:47])[CH3:49])=[N:41][CH:42]=4)=[C:3]([C:17]#[C:18][C:19]4[CH:28]=[CH:27][C:26]5[C:21](=[CH:22][CH:23]=[CH:24][CH:25]=5)[N:20]=4)[N:4]=3)[N:7]=[CH:8][CH:9]=2)[CH2:12][CH2:13]1. (4) The product is: [Br:11][C:9]1[CH:8]=[N:7][C:6]2=[C:2]([N:12]3[CH2:16][CH2:15][CH2:14][CH2:13]3)[S:3][N:4]=[C:5]2[CH:10]=1. Given the reactants Br[C:2]1[S:3][N:4]=[C:5]2[CH:10]=[C:9]([Br:11])[CH:8]=[N:7][C:6]=12.[NH:12]1[CH2:16][CH2:15][CH2:14][CH2:13]1, predict the reaction product.